This data is from Reaction yield outcomes from USPTO patents with 853,638 reactions. The task is: Predict the reaction yield, written as a fraction of the theoretical maximum amount of product (1.0 means a 100% yield; for example, 0.34 means a 34% yield). (1) The reactants are [O:1]([C:8]1[CH:30]=[CH:29][C:11]([O:12][C:13]2[N:21]=[CH:20][C:19]([NH:22][CH:23]3[CH2:28][CH2:27][CH2:26][NH:25][CH2:24]3)=[CH:18][C:14]=2[C:15]([NH2:17])=[O:16])=[CH:10][CH:9]=1)[C:2]1[CH:7]=[CH:6][CH:5]=[CH:4][CH:3]=1.[C:31](Cl)(=[O:35])/[CH:32]=[CH:33]/[CH3:34]. The catalyst is C(Cl)Cl. The product is [C:31]([N:25]1[CH2:26][CH2:27][CH2:28][CH:23]([NH:22][C:19]2[CH:20]=[N:21][C:13]([O:12][C:11]3[CH:29]=[CH:30][C:8]([O:1][C:2]4[CH:3]=[CH:4][CH:5]=[CH:6][CH:7]=4)=[CH:9][CH:10]=3)=[C:14]([CH:18]=2)[C:15]([NH2:17])=[O:16])[CH2:24]1)(=[O:35])/[CH:32]=[CH:33]/[CH3:34]. The yield is 0.193. (2) The reactants are [O:1]=[C:2]1[CH2:8][CH2:7][CH2:6][CH2:5][CH2:4][N:3]1[C:9]1[CH:10]=[C:11]2[C:15](=[CH:16][CH:17]=1)[N:14](C(OC(C)(C)C)=O)[CH2:13][CH2:12]2.BrCCCCCC(Cl)=O.Cl. The catalyst is O1CCOCC1. The product is [NH:14]1[C:15]2[C:11](=[CH:10][C:9]([N:3]3[CH2:4][CH2:5][CH2:6][CH2:7][CH2:8][C:2]3=[O:1])=[CH:17][CH:16]=2)[CH2:12][CH2:13]1. The yield is 1.00. (3) The reactants are [Br:1][C:2]1[CH:7]=[CH:6][C:5]([C:8]2([C:12](O)=[O:13])[CH2:11][CH2:10][CH2:9]2)=[CH:4][CH:3]=1.CO. The catalyst is O1CCCC1. The product is [Br:1][C:2]1[CH:3]=[CH:4][C:5]([C:8]2([CH2:12][OH:13])[CH2:11][CH2:10][CH2:9]2)=[CH:6][CH:7]=1. The yield is 0.960. (4) The product is [N:1]1([NH:10][C:11]([C:13]2[C:14]([CH3:25])=[N:15][C:16]([C:19]3[CH:24]=[CH:23][CH:22]=[CH:21][N:20]=3)=[N:17][CH:18]=2)=[O:12])[C:9]2[C:4](=[CH:5][CH:6]=[CH:7][CH:8]=2)[CH:3]=[CH:2]1. The catalyst is C(Cl)Cl.O=[Mn]=O. The yield is 0.600. The reactants are [N:1]1([NH:10][C:11]([C:13]2[C:14]([CH3:25])=[N:15][C:16]([C:19]3[CH:24]=[CH:23][CH:22]=[CH:21][N:20]=3)=[N:17][CH:18]=2)=[O:12])[C:9]2[C:4](=[CH:5][CH:6]=[CH:7][CH:8]=2)[CH2:3][CH2:2]1. (5) The reactants are [Cl-].[Mg+2].[Cl-].[C:4]([OH:10])(=[O:9])[CH2:5][C:6]([OH:8])=[O:7].[CH2:11]([K])[CH3:12].C(N1C=CN=C1)(N1[CH:20]=[CH:19]N=C1)=O.[CH3:26][C:27]([CH3:44])([CH3:43])[CH2:28][CH2:29][CH:30]1[CH2:35][CH:34]([C:36]([OH:38])=O)[CH2:33][CH2:32][N:31]1[C:39]([O:41][CH3:42])=[O:40]. The catalyst is C1COCC1. The product is [CH3:44][C:27]([CH3:26])([CH3:43])[CH2:28][CH2:29][C@H:30]1[CH2:35][C@H:34]([C:6](=[O:8])[CH2:5][C:4]([O:10][CH2:11][CH3:12])=[O:9])[CH2:33][CH2:32][N:31]1[C:39]([O:41][CH3:42])=[O:40].[CH3:43][C:27]([CH3:26])([CH3:44])[CH2:28][CH2:29][C@H:30]1[CH2:35][C@@H:34]([C:36](=[O:38])[CH2:5][C:6]([O:8][CH2:19][CH3:20])=[O:7])[CH2:33][CH2:32][N:31]1[C:39]([O:41][CH3:42])=[O:40]. The yield is 0.240. (6) The reactants are [F-].C([N+](CCCC)(CCCC)CCCC)CCC.[CH3:19][O:20][C:21]1[N:26]=[C:25]([C:27]2[CH:34]=[CH:33][C:30]([CH:31]=[O:32])=[CH:29][CH:28]=2)[CH:24]=[CH:23][CH:22]=1.[F:35][C:36]([Si](C)(C)C)([F:38])[F:37].Cl. The catalyst is C1COCC1. The product is [CH3:19][O:20][C:21]1[N:26]=[C:25]([C:27]2[CH:34]=[CH:33][C:30]([CH:31]([OH:32])[C:36]([F:38])([F:37])[F:35])=[CH:29][CH:28]=2)[CH:24]=[CH:23][CH:22]=1. The yield is 0.900.